This data is from Reaction yield outcomes from USPTO patents with 853,638 reactions. The task is: Predict the reaction yield, written as a fraction of the theoretical maximum amount of product (1.0 means a 100% yield; for example, 0.34 means a 34% yield). (1) The reactants are F[C:2](F)(F)C([O-])=O.[CH3:8][C:9]1[N:13]([CH2:14][C:15]2[CH:20]=[CH:19][N:18]=[C:17]([N:21]3[CH2:26][CH2:25][NH2+:24][CH2:23][CH2:22]3)[CH:16]=2)[N:12]=[C:11]([C:27]2[O:31][N:30]=[C:29]([C:32]3[CH:37]=[CH:36][C:35]([O:38][C:39]([F:42])([F:41])[F:40])=[CH:34][CH:33]=3)[N:28]=2)[N:10]=1.C=O.[BH3-]C#N.[Na+]. The catalyst is CCO. The product is [CH3:8][C:9]1[N:13]([CH2:14][C:15]2[CH:20]=[CH:19][N:18]=[C:17]([N:21]3[CH2:26][CH2:25][N:24]([CH3:2])[CH2:23][CH2:22]3)[CH:16]=2)[N:12]=[C:11]([C:27]2[O:31][N:30]=[C:29]([C:32]3[CH:33]=[CH:34][C:35]([O:38][C:39]([F:42])([F:40])[F:41])=[CH:36][CH:37]=3)[N:28]=2)[N:10]=1. The yield is 0.450. (2) The reactants are Br[C:2]1[CH:3]=[N:4][N:5]([CH3:23])[C:6]=1[CH2:7][N:8]1[CH2:12][CH:11]([C:13]2[CH:18]=[C:17]([F:19])[CH:16]=[C:15]([F:20])[C:14]=2[F:21])[CH2:10][C:9]1=[O:22]. The catalyst is CO.[Pd]. The product is [CH3:23][N:5]1[C:6]([CH2:7][N:8]2[CH2:12][CH:11]([C:13]3[CH:18]=[C:17]([F:19])[CH:16]=[C:15]([F:20])[C:14]=3[F:21])[CH2:10][C:9]2=[O:22])=[CH:2][CH:3]=[N:4]1. The yield is 0.580. (3) The reactants are [I:1][C:2]1[CH:7]=[CH:6][C:5]([NH:8][C:9]2[C:23]([F:24])=[C:22]([F:25])[C:21]([F:26])=[CH:20][C:10]=2[C:11]([NH:13][O:14][CH2:15][CH2:16][O:17]C=C)=[O:12])=[C:4]([CH3:27])[CH:3]=1.Cl.O. The catalyst is C(O)C. The product is [OH:17][CH2:16][CH2:15][O:14][NH:13][C:11](=[O:12])[C:10]1[CH:20]=[C:21]([F:26])[C:22]([F:25])=[C:23]([F:24])[C:9]=1[NH:8][C:5]1[CH:6]=[CH:7][C:2]([I:1])=[CH:3][C:4]=1[CH3:27]. The yield is 0.750. (4) The reactants are [NH2:1][C:2]1[CH:7]=[CH:6][N:5]=[C:4]([Cl:8])[N:3]=1.[H-].[Na+].[C:11](OC(=O)C)(=[O:13])[CH3:12]. The catalyst is CN(C=O)C. The product is [Cl:8][C:4]1[N:3]=[C:2]([NH:1][C:11](=[O:13])[CH3:12])[CH:7]=[CH:6][N:5]=1. The yield is 0.620. (5) The reactants are CS(O[CH2:6][C@H:7]1[CH2:11][CH2:10][C:9](=[O:12])[N:8]1[CH3:13])(=O)=O.C1COCC1.[N-:19]=[N+:20]=[N-:21].[Na+].[OH-].[Na+]. The catalyst is O. The product is [N+:20]([N-:21][CH2:6][C@H:7]1[CH2:11][CH2:10][C:9](=[O:12])[N:8]1[CH3:13])#[N:19]. The yield is 0.670.